This data is from Peptide-MHC class II binding affinity with 134,281 pairs from IEDB. The task is: Regression. Given a peptide amino acid sequence and an MHC pseudo amino acid sequence, predict their binding affinity value. This is MHC class II binding data. (1) The peptide sequence is AGALEVHAVKPVTEE. The MHC is DRB1_0901 with pseudo-sequence DRB1_0901. The binding affinity (normalized) is 0.273. (2) The peptide sequence is EFGFRALHALRPSSQ. The MHC is DRB1_0401 with pseudo-sequence DRB1_0401. The binding affinity (normalized) is 0.903. (3) The peptide sequence is KILTYPWDRIEEVTR. The MHC is HLA-DQA10501-DQB10402 with pseudo-sequence HLA-DQA10501-DQB10402. The binding affinity (normalized) is 0.394. (4) The peptide sequence is RMFSSTLRAAVPWYA. The MHC is DRB1_0701 with pseudo-sequence DRB1_0701. The binding affinity (normalized) is 0.683. (5) The peptide sequence is VKKYFAATQFEPLAA. The MHC is HLA-DQA10101-DQB10501 with pseudo-sequence HLA-DQA10101-DQB10501. The binding affinity (normalized) is 0.454.